Dataset: Peptide-MHC class II binding affinity with 134,281 pairs from IEDB. Task: Regression. Given a peptide amino acid sequence and an MHC pseudo amino acid sequence, predict their binding affinity value. This is MHC class II binding data. (1) The peptide sequence is DGCWYPMEIRPRKTHHHHHHH. The MHC is DRB1_0301 with pseudo-sequence DRB1_0301. The binding affinity (normalized) is 0.587. (2) The peptide sequence is PEDPEDSALLED. The MHC is DRB1_0404 with pseudo-sequence DRB1_0404. The binding affinity (normalized) is 0. (3) The peptide sequence is TDDNEEPIAPYHFDL. The MHC is DRB1_0401 with pseudo-sequence DRB1_0401. The binding affinity (normalized) is 0.419. (4) The peptide sequence is KGSPEFDWILGWTIK. The MHC is DRB1_1101 with pseudo-sequence DRB1_1101. The binding affinity (normalized) is 0.335. (5) The peptide sequence is YDKHLANVSTVLTGK. The MHC is DRB3_0202 with pseudo-sequence DRB3_0202. The binding affinity (normalized) is 0.499.